This data is from Reaction yield outcomes from USPTO patents with 853,638 reactions. The task is: Predict the reaction yield, written as a fraction of the theoretical maximum amount of product (1.0 means a 100% yield; for example, 0.34 means a 34% yield). The reactants are Cl.[C:2]([O:6][C:7](=[O:11])[C@H:8]([CH3:10])[NH2:9])([CH3:5])([CH3:4])[CH3:3].C(N(C(C)C)CC)(C)C.[C:21]1(=O)[O:26][C:24](=[O:25])[C:23]2=[CH:27][CH:28]=[CH:29][CH:30]=[C:22]12. The catalyst is C1(C)C=CC=CC=1.CCOCC. The product is [C:2]([O:6][C:7](=[O:11])[C@@H:8]([N:9]1[C:24](=[O:25])[C:23]2[C:22](=[CH:30][CH:29]=[CH:28][CH:27]=2)[C:21]1=[O:26])[CH3:10])([CH3:5])([CH3:4])[CH3:3]. The yield is 0.900.